This data is from Full USPTO retrosynthesis dataset with 1.9M reactions from patents (1976-2016). The task is: Predict the reactants needed to synthesize the given product. (1) Given the product [CH2:1]([O:3][C:4](=[O:32])[CH:5]([C:10]1[CH:11]=[C:12]([C:22]2[CH:27]=[CH:26][C:25]([C:28]([F:29])([F:30])[F:31])=[CH:24][CH:23]=2)[CH:13]=[C:14]([CH:16]2[CH2:17][CH2:18][N:19]([C:63]3[CH:68]=[CH:67][C:66]([C:69]([F:72])([F:71])[F:70])=[CH:65][CH:64]=3)[CH2:20][CH2:21]2)[CH:15]=1)[CH2:6][CH:7]([CH3:9])[CH3:8])[CH3:2], predict the reactants needed to synthesize it. The reactants are: [CH2:1]([O:3][C:4](=[O:32])[CH:5]([C:10]1[CH:11]=[C:12]([C:22]2[CH:27]=[CH:26][C:25]([C:28]([F:31])([F:30])[F:29])=[CH:24][CH:23]=2)[CH:13]=[C:14]([CH:16]2[CH2:21][CH2:20][NH:19][CH2:18][CH2:17]2)[CH:15]=1)[CH2:6][CH:7]([CH3:9])[CH3:8])[CH3:2].C(P(C(C)(C)C)C1C=CC2C(=CC=CC=2)C=1C1C2C(=CC=CC=2)C=CC=1)(C)(C)C.Br[C:63]1[CH:68]=[CH:67][C:66]([C:69]([F:72])([F:71])[F:70])=[CH:65][CH:64]=1.CC(C)([O-])C.[Na+]. (2) The reactants are: Cl[C:2]1[C:21]([C:22]2[N:26](C3CCCCO3)[N:25]=[CH:24][CH:23]=2)=[CH:20][C:5]([C:6]([NH:8][C:9]2[CH:14]=[CH:13][C:12]([O:15][C:16]([Cl:19])([F:18])[F:17])=[CH:11][CH:10]=2)=[O:7])=[CH:4][N:3]=1.[CH:33]1([N:36]2[CH2:41][CH2:40][NH:39][CH2:38][CH2:37]2)[CH2:35][CH2:34]1. Given the product [Cl:19][C:16]([F:18])([F:17])[O:15][C:12]1[CH:11]=[CH:10][C:9]([NH:8][C:6](=[O:7])[C:5]2[CH:20]=[C:21]([C:22]3[NH:26][N:25]=[CH:24][CH:23]=3)[C:2]([N:39]3[CH2:40][CH2:41][N:36]([CH:33]4[CH2:35][CH2:34]4)[CH2:37][CH2:38]3)=[N:3][CH:4]=2)=[CH:14][CH:13]=1, predict the reactants needed to synthesize it. (3) Given the product [Cl:1][C:2]1[N:3]=[C:4]([CH:7]([C:8]2[NH:9][C:10]([C:21]3[CH:26]=[CH:25][CH:24]=[CH:23][CH:22]=3)=[C:11]3[C:16](=[O:17])[N:15]([CH3:18])[C:14](=[O:19])[N:13]([CH3:20])[C:12]=23)[C:31]([CH3:33])([CH3:32])[C:30]([O:29][CH3:28])=[O:34])[S:5][CH:6]=1, predict the reactants needed to synthesize it. The reactants are: [Cl:1][C:2]1[N:3]=[C:4]([CH:7](O)[C:8]2[NH:9][C:10]([C:21]3[CH:26]=[CH:25][CH:24]=[CH:23][CH:22]=3)=[C:11]3[C:16](=[O:17])[N:15]([CH3:18])[C:14](=[O:19])[N:13]([CH3:20])[C:12]=23)[S:5][CH:6]=1.[CH3:28][O:29][C:30]([O:34][Si](C)(C)C)=[C:31]([CH3:33])[CH3:32].